This data is from Reaction yield outcomes from USPTO patents with 853,638 reactions. The task is: Predict the reaction yield, written as a fraction of the theoretical maximum amount of product (1.0 means a 100% yield; for example, 0.34 means a 34% yield). (1) The reactants are [C:1]([CH:5]([CH2:11][C:12]1[CH:17]=[CH:16][C:15]([O:18][CH3:19])=[CH:14][C:13]=1[CH2:20][N:21](C(OC(C)(C)C)=O)C(OC(C)(C)C)=O)[CH2:6][C:7]([O:9][CH3:10])=[O:8])([O:3][CH3:4])=[O:2]. The catalyst is C(Cl)(Cl)Cl.FC(F)(F)C(O)=O. The product is [C:1]([CH:5]([CH2:11][C:12]1[CH:17]=[CH:16][C:15]([O:18][CH3:19])=[CH:14][C:13]=1[CH2:20][NH2:21])[CH2:6][C:7]([O:9][CH3:10])=[O:8])([O:3][CH3:4])=[O:2]. The yield is 1.00. (2) The product is [CH2:11]([O:10][C:8]([C@@H:4]1[CH2:5][CH2:6][CH2:7][C@@H:3]1[NH:2][CH2:20][C:17]1[CH:16]=[CH:15][C:14]([F:13])=[CH:19][N:18]=1)=[O:9])[CH3:12]. The catalyst is C(O)C.C(O)(=O)C. The reactants are Cl.[NH2:2][C@H:3]1[CH2:7][CH2:6][CH2:5][C@H:4]1[C:8]([O:10][CH2:11][CH3:12])=[O:9].[F:13][C:14]1[CH:15]=[CH:16][C:17]([CH:20]=O)=[N:18][CH:19]=1.C([BH3-])#N.[Na+]. The yield is 0.525. (3) The reactants are [CH3:1][C:2]1[CH:7]=[CH:6][C:5]([S:8]([O:11][CH2:12][C:13]2[CH:18]=[CH:17][CH:16]=[C:15]([CH2:19][OH:20])[N:14]=2)(=[O:10])=[O:9])=[CH:4][CH:3]=1. The catalyst is C(Cl)Cl.O=[Mn]=O. The product is [CH3:1][C:2]1[CH:7]=[CH:6][C:5]([S:8]([O:11][CH2:12][C:13]2[CH:18]=[CH:17][CH:16]=[C:15]([CH:19]=[O:20])[N:14]=2)(=[O:10])=[O:9])=[CH:4][CH:3]=1. The yield is 0.630. (4) The reactants are [F-].C([N+](CCCC)(CCCC)CCCC)CCC.[F:19][C:20]1[CH:21]=[C:22]([CH:25]=[CH:26][C:27]=1[F:28])[CH:23]=[O:24].[F:29][C:30]([Si](C)(C)C)([F:32])[F:31].Cl. The catalyst is C1COCC1. The product is [F:19][C:20]1[CH:21]=[C:22]([CH:23]([OH:24])[C:30]([F:32])([F:31])[F:29])[CH:25]=[CH:26][C:27]=1[F:28]. The yield is 0.900. (5) The reactants are [C:1]([O:5][C:6]([N:8]1[CH2:14][CH2:13][C:12]2[CH:15]=[CH:16][C:17]([OH:19])=[CH:18][C:11]=2[CH2:10][CH2:9]1)=[O:7])([CH3:4])([CH3:3])[CH3:2].[CH3:20][S:21](Cl)(=[O:23])=[O:22].C(N(CC)CC)C. The catalyst is ClCCl. The product is [C:1]([O:5][C:6]([N:8]1[CH2:14][CH2:13][C:12]2[CH:15]=[CH:16][C:17]([O:19][S:21]([CH3:20])(=[O:23])=[O:22])=[CH:18][C:11]=2[CH2:10][CH2:9]1)=[O:7])([CH3:4])([CH3:2])[CH3:3]. The yield is 0.990. (6) The reactants are [CH:1]1([CH2:4][O:5][C:6]2[CH:7]=[CH:8][C:9]3[O:13][C:12]([CH:14]([NH:18][C:19]4[CH:24]=[CH:23][C:22]([C:25]([N:27]([CH3:35])[CH2:28][CH2:29][C:30]([O:32]CC)=[O:31])=[O:26])=[CH:21][CH:20]=4)[CH:15]([CH3:17])[CH3:16])=[C:11]([CH3:36])[C:10]=3[CH:37]=2)[CH2:3][CH2:2]1.[OH-].[Na+]. The catalyst is CCCCCC.C(O)C.C(O)C.O1CCCC1. The product is [CH:1]1([CH2:4][O:5][C:6]2[CH:7]=[CH:8][C:9]3[O:13][C:12]([CH:14]([NH:18][C:19]4[CH:20]=[CH:21][C:22]([C:25]([N:27]([CH3:35])[CH2:28][CH2:29][C:30]([OH:32])=[O:31])=[O:26])=[CH:23][CH:24]=4)[CH:15]([CH3:17])[CH3:16])=[C:11]([CH3:36])[C:10]=3[CH:37]=2)[CH2:2][CH2:3]1. The yield is 0.960. (7) The reactants are [CH2:1]([N:5]1[CH:9]=[C:8]([C:10]2[CH:15]=[CH:14][C:13]([Cl:16])=[CH:12][C:11]=2[Cl:17])[N:7]=[C:6]1/[CH:18]=[CH:19]/[C:20]1[CH:25]=[CH:24][C:23]([C:26]2[CH:31]=[CH:30][C:29]([O:32][CH3:33])=[CH:28][CH:27]=2)=[CH:22][CH:21]=1)[CH2:2][CH2:3][CH3:4].C1(O)C=CC=CC=1.BrC[CH2:43][CH2:44][C:45]([O:47]C)=[O:46]. No catalyst specified. The product is [CH2:1]([N:5]1[CH:9]=[C:8]([C:10]2[CH:15]=[CH:14][C:13]([Cl:16])=[CH:12][C:11]=2[Cl:17])[N:7]=[C:6]1/[CH:18]=[CH:19]/[C:20]1[CH:25]=[CH:24][C:23]([C:26]2[CH:27]=[CH:28][C:29]([O:32][CH2:33][CH2:43][CH2:44][C:45]([OH:47])=[O:46])=[CH:30][CH:31]=2)=[CH:22][CH:21]=1)[CH2:2][CH2:3][CH3:4]. The yield is 0.390. (8) The product is [CH3:19][C:20]1[C:25](=[C:26]2[C:31]([CH3:32])=[CH:30][C:29](=[C:33]([C:34]#[N:35])[C:36]#[N:37])[CH:28]=[C:27]2[CH3:38])[C:24]([CH3:39])=[CH:23][N:22]([CH2:9][CH:10]([CH2:16][CH2:17][CH3:18])[CH2:11][CH2:12][CH2:13][CH2:14][CH3:15])[CH:21]=1. The reactants are O([CH2:9][CH:10]([CH2:16][CH2:17][CH3:18])[CH2:11][CH2:12][CH2:13][CH2:14][CH3:15])S(C(F)(F)F)(=O)=O.[CH3:19][C:20]1[CH:21]=[N:22][CH:23]=[C:24]([CH3:39])[C:25]=1[C:26]1[C:31]([CH3:32])=[CH:30][C:29]([CH:33]([C:36]#[N:37])[C:34]#[N:35])=[CH:28][C:27]=1[CH3:38].C[O-].[Na+]. The catalyst is C(Cl)Cl.CO. The yield is 0.669. (9) The reactants are [F:1][C:2]1[CH:3]=[CH:4][C:5]([NH:8][NH2:9])=[N:6][CH:7]=1.[CH2:10]1[C:12]2([CH2:17][CH2:16][CH2:15][CH2:14][N:13]2[C:18](Cl)=[O:19])[CH2:11]1.CCN(C(C)C)C(C)C.O. The catalyst is C(Cl)Cl. The product is [F:1][C:2]1[CH:3]=[CH:4][C:5]([NH:8][NH:9][C:18]([N:13]2[CH2:14][CH2:15][CH2:16][CH2:17][C:12]32[CH2:10][CH2:11]3)=[O:19])=[N:6][CH:7]=1. The yield is 0.740.